Dataset: Reaction yield outcomes from USPTO patents with 853,638 reactions. Task: Predict the reaction yield, written as a fraction of the theoretical maximum amount of product (1.0 means a 100% yield; for example, 0.34 means a 34% yield). The reactants are [SH:1][C:2]1[S:3][C:4]2[CH:10]=[CH:9][C:8]([C:11]#[N:12])=[CH:7][C:5]=2[N:6]=1.[Cl:13][C:14]1[CH:19]=[C:18]([N+:20]([O-:22])=[O:21])[CH:17]=[C:16]([Cl:23])[C:15]=1Cl.[H-].[Na+]. The catalyst is CN(C=O)C. The product is [Cl:13][C:14]1[CH:19]=[C:18]([N+:20]([O-:22])=[O:21])[CH:17]=[C:16]([Cl:23])[C:15]=1[S:1][C:2]1[S:3][C:4]2[CH:10]=[CH:9][C:8]([C:11]#[N:12])=[CH:7][C:5]=2[N:6]=1. The yield is 0.990.